Dataset: Forward reaction prediction with 1.9M reactions from USPTO patents (1976-2016). Task: Predict the product of the given reaction. (1) Given the reactants [NH2:1][C:2]1[CH:22]=[CH:21][C:5]([O:6][C:7]2[N:12]=[CH:11][N:10]=[C:9]([NH:13][C:14]([N:16]3[CH2:20][CH2:19][CH2:18][CH2:17]3)=[O:15])[CH:8]=2)=[C:4]([F:23])[CH:3]=1.C(N(CC)C(C)C)(C)C.[O:33]=[C:34]1[N:38]([C:39]2[CH:44]=[CH:43][CH:42]=[CH:41][CH:40]=2)[CH2:37][CH2:36][N:35]1[C:45](Cl)=[O:46].C1(N2CCNC2=O)C=CC=CC=1.ClC(Cl)(OC(=O)OC(Cl)(Cl)Cl)Cl, predict the reaction product. The product is: [F:23][C:4]1[CH:3]=[C:2]([NH:1][C:45]([N:35]2[CH2:36][CH2:37][N:38]([C:39]3[CH:44]=[CH:43][CH:42]=[CH:41][CH:40]=3)[C:34]2=[O:33])=[O:46])[CH:22]=[CH:21][C:5]=1[O:6][C:7]1[CH:8]=[C:9]([NH:13][C:14]([N:16]2[CH2:20][CH2:19][CH2:18][CH2:17]2)=[O:15])[N:10]=[CH:11][N:12]=1. (2) Given the reactants [F:1][C:2]1[C:11]2[O:10][CH2:9][C@H:8]([CH2:12][NH2:13])[O:7][C:6]=2[CH:5]=[C:4]([S:14]([CH3:17])(=[O:16])=[O:15])[CH:3]=1.[F:18][C:19]([F:24])([F:23])[CH2:20][CH2:21]I, predict the reaction product. The product is: [F:1][C:2]1[C:11]2[O:10][CH2:9][C@H:8]([CH2:12][NH:13][CH2:21][CH2:20][C:19]([F:24])([F:23])[F:18])[O:7][C:6]=2[CH:5]=[C:4]([S:14]([CH3:17])(=[O:16])=[O:15])[CH:3]=1. (3) Given the reactants O.[OH-].[Li+].[O:4]1[CH2:9][CH2:8][CH:7]([O:10][CH2:11][C@@H:12]([C:39]([O:41]C)=[O:40])[NH:13][C:14]([C:16]2[C:25]([NH:26][C:27]([NH:29][C:30]3[C:35]([CH3:36])=[CH:34][C:33]([CH3:37])=[CH:32][C:31]=3[CH3:38])=[O:28])=[CH:24][C:23]3[C:18](=[CH:19][CH:20]=[CH:21][CH:22]=3)[CH:17]=2)=[O:15])[CH2:6][CH2:5]1.O.Cl, predict the reaction product. The product is: [O:4]1[CH2:9][CH2:8][CH:7]([O:10][CH2:11][C@@H:12]([C:39]([OH:41])=[O:40])[NH:13][C:14]([C:16]2[C:25]([NH:26][C:27]([NH:29][C:30]3[C:31]([CH3:38])=[CH:32][C:33]([CH3:37])=[CH:34][C:35]=3[CH3:36])=[O:28])=[CH:24][C:23]3[C:18](=[CH:19][CH:20]=[CH:21][CH:22]=3)[CH:17]=2)=[O:15])[CH2:6][CH2:5]1. (4) Given the reactants Br[C:2]1[CH:7]=[CH:6][C:5]([C:8]2[O:12][N:11]=[C:10]([CH3:13])[C:9]=2[CH:14]([OH:28])[CH2:15][S:16][CH2:17][C:18]2[CH:23]=[CH:22][CH:21]=[C:20]([C:24]([F:27])([F:26])[F:25])[CH:19]=2)=[CH:4][CH:3]=1.[CH2:29]([O:31][C:32]([C:34]1([C:37]2[CH:42]=[CH:41][C:40](B3OC(C)(C)C(C)(C)O3)=[CH:39][CH:38]=2)[CH2:36][CH2:35]1)=[O:33])[CH3:30], predict the reaction product. The product is: [CH2:29]([O:31][C:32]([C:34]1([C:37]2[CH:42]=[CH:41][C:40]([C:2]3[CH:3]=[CH:4][C:5]([C:8]4[O:12][N:11]=[C:10]([CH3:13])[C:9]=4[CH:14]([OH:28])[CH2:15][S:16][CH2:17][C:18]4[CH:23]=[CH:22][CH:21]=[C:20]([C:24]([F:26])([F:27])[F:25])[CH:19]=4)=[CH:6][CH:7]=3)=[CH:39][CH:38]=2)[CH2:35][CH2:36]1)=[O:33])[CH3:30]. (5) Given the reactants [C:1]([C:3]1[CH:4]=[CH:5][C:6]([CH2:9][C:10]2[CH:27]=[CH:26][C:13]3[CH2:14][CH2:15][N:16](C(OC(C)(C)C)=O)[CH2:17][CH2:18][C:12]=3[CH:11]=2)=[N:7][CH:8]=1)#[N:2].FC(F)(F)C(O)=O, predict the reaction product. The product is: [CH2:14]1[C:13]2[CH:26]=[CH:27][C:10]([CH2:9][C:6]3[N:7]=[CH:8][C:3]([C:1]#[N:2])=[CH:4][CH:5]=3)=[CH:11][C:12]=2[CH2:18][CH2:17][NH:16][CH2:15]1. (6) Given the reactants [C:1]([O:5][C:6]([N:8]1[CH2:13][CH2:12][N:11]([S:14]([CH3:17])(=[O:16])=[O:15])[CH:10]([CH2:18][OH:19])[CH2:9]1)=[O:7])([CH3:4])([CH3:3])[CH3:2].N1C2C(=C(C3N=C(N4CCOCC4)C4SC(CN5CCN(S(C)(=O)=O)C(CO)C5)=CC=4N=3)C=CC=2)[CH:22]=N1.[H-].[Na+].IC, predict the reaction product. The product is: [C:1]([O:5][C:6]([N:8]1[CH2:13][CH2:12][N:11]([S:14]([CH3:17])(=[O:16])=[O:15])[CH:10]([CH2:18][O:19][CH3:22])[CH2:9]1)=[O:7])([CH3:4])([CH3:3])[CH3:2]. (7) Given the reactants [NH2:1][C:2]1[NH:6][N:5]=[CH:4][C:3]=1[C:7]1[CH:8]=[C:9]([N:13]2[CH2:18][CH2:17][N:16]([CH2:19][CH2:20][OH:21])[CH2:15][CH2:14]2)[CH:10]=[CH:11][CH:12]=1.[F:22][C:23]1[CH:24]=[C:25]([CH:30]([C:33](=O)[CH3:34])[C:31]#[N:32])[CH:26]=[CH:27][C:28]=1[F:29], predict the reaction product. The product is: [NH2:32][C:31]1[N:6]2[N:5]=[CH:4][C:3]([C:7]3[CH:8]=[C:9]([N:13]4[CH2:14][CH2:15][N:16]([CH2:19][CH2:20][OH:21])[CH2:17][CH2:18]4)[CH:10]=[CH:11][CH:12]=3)=[C:2]2[N:1]=[C:33]([CH3:34])[C:30]=1[C:25]1[CH:26]=[CH:27][C:28]([F:29])=[C:23]([F:22])[CH:24]=1. (8) Given the reactants Cl[C:2]1[CH:11]=[C:10]2[C:5]([C:6]([C:17]3[CH:22]=[CH:21][C:20]([F:23])=[CH:19][CH:18]=3)=[C:7]([CH:14]3[CH2:16][CH2:15]3)[C:8]([CH3:13])([CH3:12])[O:9]2)=[CH:4][CH:3]=1.[C:24](=[O:31])([O:26][C:27]([CH3:30])([CH3:29])[CH3:28])[NH2:25], predict the reaction product. The product is: [CH:14]1([C:7]2[C:8]([CH3:13])([CH3:12])[O:9][C:10]3[C:5]([C:6]=2[C:17]2[CH:22]=[CH:21][C:20]([F:23])=[CH:19][CH:18]=2)=[CH:4][CH:3]=[C:2]([NH:25][C:24](=[O:31])[O:26][C:27]([CH3:30])([CH3:29])[CH3:28])[CH:11]=3)[CH2:15][CH2:16]1. (9) Given the reactants [Br:1][C:2]1[CH:3]=[CH:4][C:5]([CH:8]=[CH:9][C:10]([OH:12])=O)=[N:6][CH:7]=1.Cl.[CH3:14][NH:15][O:16][CH3:17].C1C=CC2N(O)N=NC=2C=1.CCN=C=NCCCN(C)C.C(N(CC)CC)C, predict the reaction product. The product is: [Br:1][C:2]1[CH:3]=[CH:4][C:5]([CH:8]=[CH:9][C:10]([N:15]([O:16][CH3:17])[CH3:14])=[O:12])=[N:6][CH:7]=1.